Dataset: Full USPTO retrosynthesis dataset with 1.9M reactions from patents (1976-2016). Task: Predict the reactants needed to synthesize the given product. (1) Given the product [CH2:27]([N:21]1[CH2:22][C@@:5]2([C:3]([O:2][CH3:1])=[O:4])[CH2:9][C@H:8]([NH:10][C:11]([O:13][C:14]([CH3:17])([CH3:16])[CH3:15])=[O:12])[CH2:7][C@H:6]2[CH2:20]1)[C:28]1[CH:33]=[CH:32][CH:31]=[CH:30][CH:29]=1, predict the reactants needed to synthesize it. The reactants are: [CH3:1][O:2][C:3]([C:5]1[CH2:9][C@H:8]([NH:10][C:11]([O:13][C:14]([CH3:17])([CH3:16])[CH3:15])=[O:12])[CH2:7][CH:6]=1)=[O:4].CO[CH2:20][N:21]([CH2:27][C:28]1[CH:33]=[CH:32][CH:31]=[CH:30][CH:29]=1)[CH2:22][Si](C)(C)C.C(O)(C(F)(F)F)=O. (2) The reactants are: [C:1]([O:5][C:6]([NH:8][CH2:9][CH2:10][CH2:11]C(O)=O)=[O:7])([CH3:4])([CH3:3])[CH3:2].[CH3:15]CN(CC)CC.[CH3:22][CH2:23][N:24]=[C:25]=[N:26][CH2:27][CH2:28][CH2:29]N(C)C. Given the product [NH:26]1[C:27]2[CH:28]=[CH:29][CH:15]=[CH:22][C:23]=2[N:24]=[C:25]1[CH2:11][CH2:10][CH2:9][NH:8][C:6](=[O:7])[O:5][C:1]([CH3:2])([CH3:4])[CH3:3], predict the reactants needed to synthesize it.